Dataset: Catalyst prediction with 721,799 reactions and 888 catalyst types from USPTO. Task: Predict which catalyst facilitates the given reaction. (1) Reactant: C(CC[N:5]1[C:9]([CH2:10][O:11][C:12]([CH3:18])([CH3:17])[C:13]([O:15][CH3:16])=[O:14])=[N:8][N:7]=[N:6]1)#N.N12CCCN=C1CCCCC2. Product: [CH3:18][C:12]([O:11][CH2:10][C:9]1[NH:8][N:7]=[N:6][N:5]=1)([CH3:17])[C:13]([O:15][CH3:16])=[O:14]. The catalyst class is: 4. (2) The catalyst class is: 120. Reactant: C(Cl)(=O)C(Cl)=O.[Cl:7][C:8]1[N:13]=[C:12]([C:14]([OH:16])=O)[CH:11]=[C:10]([C:17]2[CH:22]=[CH:21][C:20]([C:23]([F:26])([F:25])[F:24])=[CH:19][CH:18]=2)[N:9]=1.[CH3:27][NH:28][CH3:29].C(=O)([O-])O.[Na+]. Product: [CH3:27][N:28]([CH3:29])[C:14]([C:12]1[CH:11]=[C:10]([C:17]2[CH:22]=[CH:21][C:20]([C:23]([F:26])([F:25])[F:24])=[CH:19][CH:18]=2)[N:9]=[C:8]([Cl:7])[N:13]=1)=[O:16]. (3) Reactant: Br[C:2]1[CH:3]=[C:4]([CH:8]([C:17]2[CH:22]=[CH:21][CH:20]=[C:19]([Cl:23])[CH:18]=2)[O:9][CH2:10][CH2:11][NH:12][C:13](=[O:16])[O:14][CH3:15])[CH:5]=[CH:6][CH:7]=1.CCN(CC)CC.[C]=O. Product: [Cl:23][C:19]1[CH:18]=[C:17]([CH:8]([O:9][CH2:10][CH2:11][NH:12][C:13]([O:14][CH3:15])=[O:16])[C:4]2[CH:3]=[C:2]([CH:7]=[CH:6][CH:5]=2)[C:13]([O:14][CH3:15])=[O:16])[CH:22]=[CH:21][CH:20]=1. The catalyst class is: 5. (4) Reactant: [NH2:1][C:2]1[N:6]([CH2:7][CH2:8][C:9](OCC)=[O:10])[N:5]=[C:4]([C:14]2[CH:15]=[N:16][CH:17]=[CH:18][CH:19]=2)[C:3]=1[C:20]#[N:21].[Li]CCCC.O. Product: [O:10]=[C:9]1[CH2:8][CH2:7][N:6]2[N:5]=[C:4]([C:14]3[CH:15]=[N:16][CH:17]=[CH:18][CH:19]=3)[C:3]([C:20]#[N:21])=[C:2]2[NH:1]1. The catalyst class is: 1. (5) Reactant: [CH3:1][C:2]1[CH:6]=[CH:5][S:4][C:3]=1[C:7]([OH:9])=O.S(Cl)(Cl)=O.[NH2:14][C:15]1[CH:16]=[C:17]([CH:30]=[CH:31][CH:32]=1)[C:18]([C:20]1[CH:28]=[C:27]2[C:23]([CH2:24][C:25](=[O:29])[NH:26]2)=[CH:22][CH:21]=1)=[O:19]. Product: [O:29]=[C:25]1[CH2:24][C:23]2[C:27](=[CH:28][C:20]([C:18]([C:17]3[CH:16]=[C:15]([NH:14][C:7]([C:3]4[S:4][CH:5]=[CH:6][C:2]=4[CH3:1])=[O:9])[CH:32]=[CH:31][CH:30]=3)=[O:19])=[CH:21][CH:22]=2)[NH:26]1. The catalyst class is: 1.